Predict the product of the given reaction. From a dataset of Forward reaction prediction with 1.9M reactions from USPTO patents (1976-2016). (1) Given the reactants [Cl:1][C:2]1[C:3](/[CH:16]=[CH:17]/[CH2:18][OH:19])=[C:4]([C:12]([O:14][CH3:15])=[O:13])[C:5]2[O:9][C:8]([CH3:10])=[CH:7][C:6]=2[CH:11]=1.C(N(CC)CC)C.[CH3:27][S:28](Cl)(=[O:30])=[O:29], predict the reaction product. The product is: [Cl:1][C:2]1[C:3]([CH:16]=[CH:17][CH2:18][O:19][S:28]([CH3:27])(=[O:30])=[O:29])=[C:4]([C:12]([O:14][CH3:15])=[O:13])[C:5]2[O:9][C:8]([CH3:10])=[CH:7][C:6]=2[CH:11]=1. (2) The product is: [F:15][C:2]([F:1])([F:14])[C:3]([C:5]1[CH:6]=[C:7]([Cl:13])[C:8]([Cl:12])=[C:9]([Cl:11])[CH:10]=1)([OH:4])[CH:16]=[CH2:17]. Given the reactants [F:1][C:2]([F:15])([F:14])[C:3]([C:5]1[CH:10]=[C:9]([Cl:11])[C:8]([Cl:12])=[C:7]([Cl:13])[CH:6]=1)=[O:4].[CH:16]([Mg]Br)=[CH2:17], predict the reaction product. (3) Given the reactants [OH:1][CH2:2][CH2:3][O:4][C:5]1[CH:18]=[CH:17][C:16]2[S:15][C:14]3[C:9](=[CH:10][CH:11]=[CH:12][CH:13]=3)[C:8](=[O:19])[C:7]=2[CH:6]=1.[C:20](O[C:20](=[O:24])[C:21]([CH3:23])=[CH2:22])(=[O:24])[C:21]([CH3:23])=[CH2:22].C(N(CC)CC)C.O, predict the reaction product. The product is: [C:20]([O:1][CH2:2][CH2:3][O:4][C:5]1[CH:18]=[CH:17][C:16]2[S:15][C:14]3[C:9](=[CH:10][CH:11]=[CH:12][CH:13]=3)[C:8](=[O:19])[C:7]=2[CH:6]=1)(=[O:24])[C:21]([CH3:23])=[CH2:22].